Dataset: Full USPTO retrosynthesis dataset with 1.9M reactions from patents (1976-2016). Task: Predict the reactants needed to synthesize the given product. Given the product [CH3:1][N:2]1[CH:7]([C:8]2[CH:15]=[CH:14][C:11]([C:12]#[N:13])=[CH:10][C:9]=2[C:42]2[CH:47]=[CH:46][N:45]=[CH:44][N:43]=2)[C:6]2[C:25](=[O:28])[CH2:26][CH2:27][C:5]=2[N:4]([C:29]2[CH:34]=[CH:33][CH:32]=[C:31]([C:35]([F:36])([F:37])[F:38])[CH:30]=2)[C:3]1=[O:39], predict the reactants needed to synthesize it. The reactants are: [CH3:1][N:2]1[CH:7]([C:8]2[CH:15]=[CH:14][C:11]([C:12]#[N:13])=[CH:10][C:9]=2B2OC(C)(C)C(C)(C)O2)[C:6]2[C:25](=[O:28])[CH2:26][CH2:27][C:5]=2[N:4]([C:29]2[CH:34]=[CH:33][CH:32]=[C:31]([C:35]([F:38])([F:37])[F:36])[CH:30]=2)[C:3]1=[O:39].Cl.Br[C:42]1[CH:47]=[CH:46][N:45]=[CH:44][N:43]=1.C(=O)([O-])[O-].[K+].[K+].ClCCl.